Dataset: Forward reaction prediction with 1.9M reactions from USPTO patents (1976-2016). Task: Predict the product of the given reaction. (1) Given the reactants [CH3:1][C:2]1[CH:7]=[CH:6][N:5]=[CH:4][C:3]=1[OH:8].[N+:9]([O-])([OH:11])=[O:10].[OH-].[Na+], predict the reaction product. The product is: [CH3:1][C:2]1[CH:7]=[CH:6][N:5]=[C:4]([N+:9]([O-:11])=[O:10])[C:3]=1[OH:8]. (2) Given the reactants O1[C:5]2([CH2:10][CH2:9][CH:8]([C:11]3[CH:12]=[N:13][N:14]([CH2:16][O:17][CH2:18][CH2:19][Si:20]([CH3:23])([CH3:22])[CH3:21])[CH:15]=3)[CH2:7][CH2:6]2)[O:4]CC1.O.Cl, predict the reaction product. The product is: [CH3:21][Si:20]([CH3:23])([CH3:22])[CH2:19][CH2:18][O:17][CH2:16][N:14]1[CH:15]=[C:11]([CH:8]2[CH2:9][CH2:10][C:5](=[O:4])[CH2:6][CH2:7]2)[CH:12]=[N:13]1. (3) Given the reactants S(=O)(=O)(O)O.CO[CH:8](OC)[C:9]([NH:11][CH2:12][C:13]1[CH:18]=[CH:17][C:16]([CH3:19])=[CH:15][CH:14]=1)=[O:10].N, predict the reaction product. The product is: [CH3:19][C:16]1[CH:15]=[C:14]2[C:13](=[CH:18][CH:17]=1)[CH:12]=[N:11][C:9]([OH:10])=[CH:8]2. (4) The product is: [CH:39]([N:36]1[CH2:37][CH2:38][CH:33]([NH:32][C:31]([C:14]2[N:13]([CH2:12][C:9]3[CH:8]=[C:7]([C:5]4[S:6][C:2]([Cl:1])=[CH:3][CH:4]=4)[O:11][N:10]=3)[C:17]3[CH:18]=[CH:19][C:20]([O:25][CH2:26][C:27]([F:30])([F:28])[F:29])=[C:21]([C:22]([N:43]4[CH2:46][CH:45]([OH:47])[CH2:44]4)=[O:23])[C:16]=3[N:15]=2)=[O:42])[CH2:34][CH2:35]1)([CH3:41])[CH3:40]. Given the reactants [Cl:1][C:2]1[S:6][C:5]([C:7]2[O:11][N:10]=[C:9]([CH2:12][N:13]3[C:17]4[CH:18]=[CH:19][C:20]([O:25][CH2:26][C:27]([F:30])([F:29])[F:28])=[C:21]([C:22](O)=[O:23])[C:16]=4[N:15]=[C:14]3[C:31](=[O:42])[NH:32][CH:33]3[CH2:38][CH2:37][N:36]([CH:39]([CH3:41])[CH3:40])[CH2:35][CH2:34]3)[CH:8]=2)=[CH:4][CH:3]=1.[NH:43]1[CH2:46][CH:45]([OH:47])[CH2:44]1, predict the reaction product. (5) Given the reactants [NH2:1][C:2]1[C:11]([Cl:12])=[CH:10][C:9]([O:13][C:14]([F:17])([F:16])[F:15])=[CH:8][C:3]=1[C:4]([O:6]C)=[O:5], predict the reaction product. The product is: [NH2:1][C:2]1[C:11]([Cl:12])=[CH:10][C:9]([O:13][C:14]([F:17])([F:15])[F:16])=[CH:8][C:3]=1[C:4]([OH:6])=[O:5]. (6) Given the reactants [C:1]([C:5]1[CH:23]=[C:22]([S:24](/[CH:27]=[CH:28]/[C:29]#[N:30])(=[O:26])=[O:25])[CH:21]=[CH:20][C:6]=1[O:7][CH2:8][C:9]([NH:11][C:12]1[CH:17]=[C:16]([CH3:18])[CH:15]=[CH:14][C:13]=1O)=[O:10])([CH3:4])([CH3:3])[CH3:2].CS(O)(=O)=O.C(OCC)(=O)C.C([O-])(O)=O.[Na+], predict the reaction product. The product is: [C:1]([C:5]1[CH:23]=[C:22]([S:24](/[CH:27]=[CH:28]/[C:29]#[N:30])(=[O:26])=[O:25])[CH:21]=[CH:20][C:6]=1[O:7][CH2:8][C:9]1[O:10][C:13]2[CH:14]=[CH:15][C:16]([CH3:18])=[CH:17][C:12]=2[N:11]=1)([CH3:2])([CH3:4])[CH3:3]. (7) Given the reactants N(OCCC(C)C)=O.N[C:10]1[CH:30]=[C:29]([F:31])[C:28]([N:32]2[C:37](=[O:38])[CH:36]=[C:35]([C:39]([F:42])([F:41])[F:40])[N:34]([CH3:43])[C:33]2=[O:44])=[CH:27][C:11]=1[O:12][C:13]1[C:14]([O:19][CH:20]([CH3:26])[C:21]([O:23][CH2:24][CH3:25])=[O:22])=[N:15][CH:16]=[CH:17][CH:18]=1.[ClH:45], predict the reaction product. The product is: [Cl:45][C:10]1[CH:30]=[C:29]([F:31])[C:28]([N:32]2[C:37](=[O:38])[CH:36]=[C:35]([C:39]([F:42])([F:41])[F:40])[N:34]([CH3:43])[C:33]2=[O:44])=[CH:27][C:11]=1[O:12][C:13]1[C:14]([O:19][CH:20]([CH3:26])[C:21]([O:23][CH2:24][CH3:25])=[O:22])=[N:15][CH:16]=[CH:17][CH:18]=1. (8) Given the reactants Br[C:2]1[CH:7]=[CH:6][C:5]([S:8]([NH:11][C:12]2[S:13][CH:14]=[CH:15][N:16]=2)(=[O:10])=[O:9])=[CH:4][CH:3]=1.[Cl:17][C:18]1[CH:19]=[C:20]2[C:25](=[CH:26][CH:27]=1)[N:24]([C@@H:28]1[CH2:32][CH2:31][NH:30][C:29]1=[O:33])[CH2:23][CH2:22][CH2:21]2.CNCCNC.C([O-])([O-])=O.[K+].[K+], predict the reaction product. The product is: [Cl:17][C:18]1[CH:19]=[C:20]2[C:25](=[CH:26][CH:27]=1)[N:24]([C@@H:28]1[CH2:32][CH2:31][N:30]([C:2]3[CH:7]=[CH:6][C:5]([S:8]([NH:11][C:12]4[S:13][CH:14]=[CH:15][N:16]=4)(=[O:10])=[O:9])=[CH:4][CH:3]=3)[C:29]1=[O:33])[CH2:23][CH2:22][CH2:21]2. (9) Given the reactants Cl.Cl.[NH2:3][CH:4]([C:9]1[CH:14]=[CH:13][C:12]([O:15][CH2:16][CH2:17][N:18]2[CH2:22][CH2:21][CH2:20][CH2:19]2)=[CH:11][CH:10]=1)[C:5]([O:7][CH3:8])=[O:6].[CH2:23]([O:27][C:28]1[CH:33]=[CH:32][C:31]([S:34](Cl)(=[O:36])=[O:35])=[CH:30][CH:29]=1)[C:24]#[C:25][CH3:26].C(N(CC)CC)C, predict the reaction product. The product is: [CH2:23]([O:27][C:28]1[CH:33]=[CH:32][C:31]([S:34]([NH:3][CH:4]([C:9]2[CH:14]=[CH:13][C:12]([O:15][CH2:16][CH2:17][N:18]3[CH2:19][CH2:20][CH2:21][CH2:22]3)=[CH:11][CH:10]=2)[C:5]([O:7][CH3:8])=[O:6])(=[O:36])=[O:35])=[CH:30][CH:29]=1)[C:24]#[C:25][CH3:26]. (10) Given the reactants [F:1][C:2]1[CH:7]=[C:6]([C:8]([OH:11])([CH3:10])[CH3:9])[CH:5]=[CH:4][C:3]=1[CH:12]([N:14]1C(=O)C2C(=CC=CC=2)C1=O)[CH3:13].O.NN, predict the reaction product. The product is: [NH2:14][CH:12]([C:3]1[CH:4]=[CH:5][C:6]([C:8]([OH:11])([CH3:9])[CH3:10])=[CH:7][C:2]=1[F:1])[CH3:13].